This data is from Catalyst prediction with 721,799 reactions and 888 catalyst types from USPTO. The task is: Predict which catalyst facilitates the given reaction. (1) Reactant: Cl.CN(C)CCCN=C=NCC.[C:13]([CH2:16][CH2:17][CH2:18][O:19][C:20]1[CH:29]=[C:28]2[C:23]([C:24]([NH:30][C:31]3[CH:36]=[CH:35][C:34]([Cl:37])=[CH:33][C:32]=3[F:38])=[N:25][CH:26]=[N:27]2)=[CH:22][C:21]=1[O:39][CH3:40])([OH:15])=O.[CH3:41][N:42]1[CH2:47][CH2:46][NH:45][CH2:44][CH2:43]1. Product: [Cl:37][C:34]1[CH:35]=[CH:36][C:31]([NH:30][C:24]2[C:23]3[C:28](=[CH:29][C:20]([O:19][CH2:18][CH2:17][CH2:16][C:13]([N:45]4[CH2:46][CH2:47][N:42]([CH3:41])[CH2:43][CH2:44]4)=[O:15])=[C:21]([O:39][CH3:40])[CH:22]=3)[N:27]=[CH:26][N:25]=2)=[C:32]([F:38])[CH:33]=1. The catalyst class is: 456. (2) Reactant: [CH3:1][O:2][C:3]1[CH:4]=[C:5]([OH:13])[CH:6]=[C:7]([O:11][CH3:12])[C:8]=1[O:9][CH3:10].CC(C)([O-])C.[K+].[CH3:20][C:21]1[N:22]=[C:23]([CH3:41])[N:24]2[C:29]=1[C:28](N1C=NC=N1)=[N:27][C:26]([C:35]1[CH:40]=[CH:39][CH:38]=[CH:37][N:36]=1)=[N:25]2.C(=O)([O-])O.[Na+]. Product: [CH3:20][C:21]1[N:22]=[C:23]([CH3:41])[N:24]2[C:29]=1[C:28]([O:13][C:5]1[CH:6]=[C:7]([O:11][CH3:12])[C:8]([O:9][CH3:10])=[C:3]([O:2][CH3:1])[CH:4]=1)=[N:27][C:26]([C:35]1[CH:40]=[CH:39][CH:38]=[CH:37][N:36]=1)=[N:25]2. The catalyst class is: 217. (3) Reactant: [Cl:1][C:2]1[CH:3]=[C:4]([CH:15]=[C:16]([Cl:18])[CH:17]=1)[CH2:5][C:6]1[C:7]([CH2:13][CH3:14])=[N:8][NH:9][C:10]=1[CH2:11][CH3:12].[CH2:19]=[O:20]. The catalyst class is: 97. Product: [Cl:1][C:2]1[CH:3]=[C:4]([CH:15]=[C:16]([Cl:18])[CH:17]=1)[CH2:5][C:6]1[C:10]([CH2:11][CH3:12])=[N:9][N:8]([CH2:19][OH:20])[C:7]=1[CH2:13][CH3:14]. (4) Reactant: [NH2:1][C:2]1[CH:7]=[CH:6][C:5]([O:8][CH3:9])=[CH:4][C:3]=1[C:10]([F:13])([F:12])[F:11].[O-]P([O-])([O-])=O.[K+].[K+].[K+].CC(C1C=C(C(C)C)C(C2C=CC=CC=2P(C2CCCCC2)C2CCCCC2)=C(C(C)C)C=1)C.Br[C:57]1[CH:64]=[CH:63][C:60]([C:61]#[N:62])=[C:59]([F:65])[CH:58]=1. Product: [F:65][C:59]1[CH:58]=[C:57]([NH:1][C:2]2[CH:7]=[CH:6][C:5]([O:8][CH3:9])=[CH:4][C:3]=2[C:10]([F:11])([F:12])[F:13])[CH:64]=[CH:63][C:60]=1[C:61]#[N:62]. The catalyst class is: 11. (5) Reactant: [H-].[Na+].[Br:3][C:4]1[C:9]([O:10][CH3:11])=[N:8][CH:7]=[C:6]2[NH:12][CH:13]=[CH:14][C:5]=12.Cl[CH2:16][O:17][CH2:18][CH2:19][Si:20]([CH3:23])([CH3:22])[CH3:21]. Product: [Br:3][C:4]1[C:9]([O:10][CH3:11])=[N:8][CH:7]=[C:6]2[N:12]([CH2:16][O:17][CH2:18][CH2:19][Si:20]([CH3:23])([CH3:22])[CH3:21])[CH:13]=[CH:14][C:5]=12. The catalyst class is: 1.